Task: Predict which catalyst facilitates the given reaction.. Dataset: Catalyst prediction with 721,799 reactions and 888 catalyst types from USPTO (1) Reactant: [CH2:1]([O:3][C:4]([C:6]1[NH:35][C:9]2[C:10](=[O:34])[N:11]([CH3:33])[CH:12]=[C:13]([C:14]3[CH:19]=[C:18]([CH2:20][S:21]([CH3:24])(=[O:23])=[O:22])[CH:17]=[CH:16][C:15]=3[NH:25][C:26]3[CH:31]=[CH:30][C:29]([F:32])=[CH:28][CH:27]=3)[C:8]=2[CH:7]=1)=[O:5])[CH3:2].Cl.[CH2:37]=O. Product: [CH2:1]([O:3][C:4]([C:6]1[NH:35][C:9]2[C:10](=[O:34])[N:11]([CH3:33])[CH:12]=[C:13]3[C:14]4[CH:19]=[C:18]([CH2:20][S:21]([CH3:24])(=[O:22])=[O:23])[CH:17]=[CH:16][C:15]=4[N:25]([C:26]4[CH:27]=[CH:28][C:29]([F:32])=[CH:30][CH:31]=4)[CH2:37][C:7]=1[C:8]=23)=[O:5])[CH3:2]. The catalyst class is: 5. (2) Reactant: [OH:1][CH:2]1[CH2:6][NH:5][C:4](=[O:7])[CH2:3]1.CCN(CC)CC.[CH3:15][S:16](Cl)(=[O:18])=[O:17]. Product: [CH3:15][S:16]([O:1][CH:2]1[CH2:3][C:4](=[O:7])[NH:5][CH2:6]1)(=[O:18])=[O:17]. The catalyst class is: 2. (3) Reactant: [Cl:1][C:2]1[CH:10]=[C:9]2[C:5]([CH:6]=[CH:7][NH:8]2)=[CH:4][C:3]=1[C:11]1[CH:12]=[N:13][N:14]([CH3:16])[CH:15]=1.C([BH3-])#N.[Na+]. Product: [Cl:1][C:2]1[CH:10]=[C:9]2[C:5]([CH2:6][CH2:7][NH:8]2)=[CH:4][C:3]=1[C:11]1[CH:12]=[N:13][N:14]([CH3:16])[CH:15]=1. The catalyst class is: 52. (4) Reactant: [CH3:1][NH:2][C:3](=[O:5])[CH3:4].C([N-]C(C)C)(C)C.[Li+].Cl[C:15]1[C:16](=[O:27])[C:17]2[C:22]([C:23](=[O:26])[C:24]=1[Cl:25])=[CH:21][CH:20]=[CH:19][CH:18]=2. Product: [Cl:25][C:24]1[C:23](=[O:26])[C:22]2[C:17](=[CH:18][CH:19]=[CH:20][CH:21]=2)[C:16](=[O:27])[C:15]=1[N:2]([CH3:1])[C:3](=[O:5])[CH3:4]. The catalyst class is: 1.